From a dataset of Experimentally validated miRNA-target interactions with 360,000+ pairs, plus equal number of negative samples. Binary Classification. Given a miRNA mature sequence and a target amino acid sequence, predict their likelihood of interaction. (1) The miRNA is hsa-miR-5189-3p with sequence UGCCAACCGUCAGAGCCCAGA. The protein sequence of the target gene is MGSLVLTLCALFCLAAYLVSGSPIMNLEQSPLEEDMSLFGDVFSEQDGVDFNTLLQSMKDEFLKTLNLSDIPTQDSAKVDPPEYMLELYNKFATDRTSMPSANIIRSFKNEDLFSQPVSFNGLRKYPLLFNVSIPHHEEVIMAELRLYTLVQRDRMIYDGVDRKITIFEVLESKGDNEGERNMLVLVSGEIYGTNSEWETFDVTDAIRRWQKSGSSTHQLEVHIESKHDEAEDASSGRLEIDTSAQNKHNPLLIVFSDDQSSDKERKEELNEMISHEQLPELDNLGLDSFSSGPGEEALL.... Result: 0 (no interaction). (2) The miRNA is hsa-miR-3162-3p with sequence UCCCUACCCCUCCACUCCCCA. The protein sequence of the target gene is MVEDGAEELEDLVHFSVSELPSRGYGVMEEIRRQGKLCDVTLKIGDHKFSAHRIVLAASIPYFHAMFTNDMMECKQDEIVMQGMDPSALEALINFAYNGNLAIDQQNVQSLLMGASFLQLQSIKDACCTFLRERLHPKNCLGVRQFAETMMCAVLYDAANSFIHQHFVEVSLSEEFLALPLEDVLELVSRDELNVKSEEQVFEAALAWVRYDREQRGPCLPELLSNIRLPLCRPQFLSDRVQQDDLVRCCHKCRDLVDEAKDYHLMPERRPHLPAFRTRPRCCTSIAGLIYAVGGLNSAG.... Result: 0 (no interaction). (3) The miRNA is hsa-miR-7112-5p with sequence ACGGGCAGGGCAGUGCACCCUG. The protein sequence of the target gene is MEPDIIRMYSSSPPPLDNGAEDDDDDEFGEFGGFSEVSPSGVGFVDFDTPDYTRPKEEFVPSNHFMPIHEFSENVDSLTSFKSIKNGNDKDITAELSAPVKGQSDVLLSTTSKEIISSEMLATSIDGMERPGNLNKVVEQRQNVGTLESFSPGDFRTNMNVVHQNKQLESCNGEKPPCLEILTNGFAVLETVNPQGTDDLDNVADSKGRKPLSTHSTEYNLDSVPSPAEEFADFATFSKKERIQLEEIECAVLNDREALTIRENNKINRVNELNSVKEVALGRSLDNKGDTDGEDQVCVS.... Result: 0 (no interaction). (4) The miRNA is ath-miR173-5p with sequence UUCGCUUGCAGAGAGAAAUCAC. The protein sequence of the target gene is MNSMTSAVPVANSVLVVAPHNGYPVTPGIMSHVPLYPNSQPQVHLVPGNPPSLVSNVNGQPVQKALKEGKTLGAIQIIIGLAHIGLGSIMATVLVGEYLSISFYGGFPFWGGLWFIISGSLSVAAENQPYSYCLLSGSLGLNIVSAICSAVGVILFITDLSIPHPYAYPDYYPYAWGVNPGMAISGVLLVFCLLEFGIACASSHFGCQLVCCQSSNVSVIYPNIYAANPVITPEPVTSPPSYSSEIQANK. Result: 0 (no interaction). (5) The miRNA is hsa-miR-6504-5p with sequence UCUGGCUGUGCUGUAAUGCAG. The protein sequence of the target gene is MASITQLFDDLCEALLPAAKTHLGQRSVNRKRAKRSLKKVAYNALFTNLFQDETQQLQPDMSKLPARNKILMLSFDLRVGGLGPKADRLEELVEELEAAPCCPLLEVGSVLDLLVQLAGSGPPQVLPRKRDYFLNNKHVGRNVPYSGYDCDDLSVFEMDVQSLISREECLCHSMIQETLQVMEAAPGTGLPTVGLFSFGDPCGDRFERDTRVSLFGALVHSRTYDMDVRLGLPPVPDNADLSGLAIKVPPSVDQWEDEGFQSASNLTPDSQSEPSVTPDVDLWEAALTYEASKRRCWERV.... Result: 0 (no interaction). (6) The miRNA is hsa-miR-548e-5p with sequence CAAAAGCAAUCGCGGUUUUUGC. The protein sequence of the target gene is MPGSALLCCLLLLTGMRISRGQYSREDNNCTHFPVGQSHMLLELRTAFSQVKTFFQTKDQLDNILLTDSLMQDFKGYLGCQALSEMIQFYLVEVMPQAEKHGPEIKEHLNSLGEKLKTLRMRLRRCHRFLPCENKSKAVEQVKSDFNKLQDQGVYKAMNEFDIFINCIEAYMMIKMKS. Result: 0 (no interaction).